Dataset: Reaction yield outcomes from USPTO patents with 853,638 reactions. Task: Predict the reaction yield, written as a fraction of the theoretical maximum amount of product (1.0 means a 100% yield; for example, 0.34 means a 34% yield). The reactants are [Cl:1][C:2]1[CH:7]=[CH:6][C:5]([N:8]2[C:12]([CH3:13])=[C:11]([C:14]([NH:16][C@H:17]([C:24]3[CH:29]=[CH:28][CH:27]=[C:26]([C:30]([F:33])([F:32])[F:31])[CH:25]=3)[CH2:18][CH2:19][CH2:20][C:21]([OH:23])=O)=[O:15])[CH:10]=[N:9]2)=[CH:4][CH:3]=1.[CH3:34][CH:35]1[CH2:40][CH2:39][NH:38][CH2:37][CH2:36]1.F[B-](F)(F)F.N1(OC(N(C)C)=[N+](C)C)C2C=CC=CC=2N=N1. The catalyst is CN(C=O)C. The product is [CH3:34][CH:35]1[CH2:40][CH2:39][N:38]([C:21](=[O:23])[CH2:20][CH2:19][CH2:18][C@H:17]([NH:16][C:14]([C:11]2[CH:10]=[N:9][N:8]([C:5]3[CH:6]=[CH:7][C:2]([Cl:1])=[CH:3][CH:4]=3)[C:12]=2[CH3:13])=[O:15])[C:24]2[CH:29]=[CH:28][CH:27]=[C:26]([C:30]([F:31])([F:32])[F:33])[CH:25]=2)[CH2:37][CH2:36]1. The yield is 0.300.